This data is from Full USPTO retrosynthesis dataset with 1.9M reactions from patents (1976-2016). The task is: Predict the reactants needed to synthesize the given product. (1) Given the product [CH2:20]([O:19][C:17]([NH:13][C@H:12]([C:14]([OH:16])=[O:15])[CH2:11][S:8]([CH:4]([CH2:5][CH2:6][CH3:7])[CH2:1][CH2:2][CH3:3])(=[O:9])=[O:10])=[O:18])[C:21]1[CH:26]=[CH:25][CH:24]=[CH:23][CH:22]=1, predict the reactants needed to synthesize it. The reactants are: [CH2:1]([CH:4]([S:8]([CH2:11][C@@H:12]([C:14]([OH:16])=[O:15])[NH2:13])(=[O:10])=[O:9])[CH2:5][CH2:6][CH3:7])[CH2:2][CH3:3].[C:17](NC(=O)CCC(N)=O)([O:19][CH2:20][C:21]1[CH:26]=[CH:25][CH:24]=[CH:23][CH:22]=1)=[O:18]. (2) Given the product [Br:8][C:9]1[CH:42]=[CH:41][C:12]2[N:13]=[C:14]([NH:16][C@H:17]([C:34]([O:36][C:37]([CH3:38])([CH3:39])[CH3:40])=[O:35])[CH2:18][C:19]3[CH:20]=[CH:21][C:22]([O:25][CH2:26][CH2:27][CH2:28][C:29](=[O:30])[NH:1][C:2]4[NH:7][CH2:6][CH2:5][CH2:4][N:3]=4)=[CH:23][CH:24]=3)[S:15][C:11]=2[CH:10]=1, predict the reactants needed to synthesize it. The reactants are: [NH2:1][C:2]1[NH:3][CH2:4][CH2:5][CH2:6][N:7]=1.[Br:8][C:9]1[CH:42]=[CH:41][C:12]2[N:13]=[C:14]([NH:16][C@H:17]([C:34]([O:36][C:37]([CH3:40])([CH3:39])[CH3:38])=[O:35])[CH2:18][C:19]3[CH:24]=[CH:23][C:22]([O:25][CH2:26][CH2:27][CH2:28][C:29](OCC)=[O:30])=[CH:21][CH:20]=3)[S:15][C:11]=2[CH:10]=1.NN1C=CCNC1. (3) Given the product [F:8][C:9]1[CH:14]=[CH:13][C:12]([CH2:15][NH:16][C:18](=[O:19])[O:20][C:21]([CH3:24])([CH3:23])[CH3:22])=[C:11]([I:17])[CH:10]=1, predict the reactants needed to synthesize it. The reactants are: C(N(CC)CC)C.[F:8][C:9]1[CH:14]=[CH:13][C:12]([CH2:15][NH2:16])=[C:11]([I:17])[CH:10]=1.[C:18](O[C:18]([O:20][C:21]([CH3:24])([CH3:23])[CH3:22])=[O:19])([O:20][C:21]([CH3:24])([CH3:23])[CH3:22])=[O:19]. (4) Given the product [F:1][C:2]1[CH:3]=[C:4]([C@H:9]2[N:14]([CH2:23][C:24]([OH:26])=[O:25])[C:13](=[O:15])[C:12]([CH2:18][CH3:19])([CH2:16][CH3:17])[CH2:11][CH2:10]2)[CH:5]=[C:6]([F:8])[CH:7]=1, predict the reactants needed to synthesize it. The reactants are: [F:1][C:2]1[CH:3]=[C:4]([C@H:9]2[NH:14][C:13](=[O:15])[C:12]([CH2:18][CH3:19])([CH2:16][CH3:17])[CH2:11][CH2:10]2)[CH:5]=[C:6]([F:8])[CH:7]=1.[H-].[Na+].Br[CH2:23][C:24]([O:26]C)=[O:25].[OH-].[Na+].Cl. (5) Given the product [CH3:1][C:2]1[CH:11]=[C:10]2[C:5]([CH:6]=[CH:7][C:8]([C:17]#[N:18])=[N:9]2)=[CH:4][CH:3]=1, predict the reactants needed to synthesize it. The reactants are: [CH3:1][C:2]1[CH:11]=[C:10]2[C:5]([CH:6]=[CH:7][CH:8]=[N+:9]2[O-])=[CH:4][CH:3]=1.[Si]([C:17]#[N:18])(C)(C)C.CN(C)C(Cl)=O. (6) Given the product [C:1]([N:4]1[C:13]2[C:8](=[CH:9][CH:10]=[CH:11][CH:12]=2)[C:7](=[CH:22][O:23][CH3:24])[C:6](=[O:14])[N:5]1[C:15](=[O:17])[CH3:16])(=[O:3])[CH3:2], predict the reactants needed to synthesize it. The reactants are: [C:1]([N:4]1[C:13]2[CH:8]([CH2:9][CH2:10][CH2:11][CH:12]=2)[CH2:7][C:6](=[O:14])[N:5]1[C:15](=[O:17])[CH3:16])(=[O:3])[CH3:2].C(Cl)(=O)C.[CH3:22][O:23][CH:24](OC)OC. (7) Given the product [CH2:1]([O:8][C:9]1[CH:14]=[CH:13][C:12]([Cl:15])=[CH:11][C:10]=1[C:16]1[C:17]([C:22]2[CH:27]=[CH:26][CH:25]=[CH:24][C:23]=2[C:28]([NH:40][S:37]([C:31]2[CH:36]=[CH:35][CH:34]=[CH:33][CH:32]=2)(=[O:39])=[O:38])=[O:29])=[CH:18][CH:19]=[CH:20][CH:21]=1)[C:2]1[CH:3]=[CH:4][CH:5]=[CH:6][CH:7]=1, predict the reactants needed to synthesize it. The reactants are: [CH2:1]([O:8][C:9]1[CH:14]=[CH:13][C:12]([Cl:15])=[CH:11][C:10]=1[C:16]1[C:17]([C:22]2[C:23]([C:28](O)=[O:29])=[CH:24][CH:25]=[CH:26][CH:27]=2)=[CH:18][CH:19]=[CH:20][CH:21]=1)[C:2]1[CH:7]=[CH:6][CH:5]=[CH:4][CH:3]=1.[C:31]1([S:37]([NH2:40])(=[O:39])=[O:38])[CH:36]=[CH:35][CH:34]=[CH:33][CH:32]=1.C(Cl)CCl.ClCCl.O1CCCC1.